Dataset: Full USPTO retrosynthesis dataset with 1.9M reactions from patents (1976-2016). Task: Predict the reactants needed to synthesize the given product. (1) Given the product [Br:24][C:8]1[C:7]2=[N:6][O:21][C:19]3=[C:20]2[C:11]([C:12](=[O:22])[C:13]2[C:18]3=[CH:17][CH:16]=[CH:15][CH:14]=2)=[C:10]([Br:23])[CH:9]=1, predict the reactants needed to synthesize it. The reactants are: OS(O)(=O)=O.[NH2:6][C:7]1[C:20]2[C:19](=[O:21])[C:18]3[C:13](=[CH:14][CH:15]=[CH:16][CH:17]=3)[C:12](=[O:22])[C:11]=2[C:10]([Br:23])=[CH:9][C:8]=1[Br:24].S([O-])(O)(=O)=O.C1([N+]#N)C2C(=O)C3C(=CC=CC=3)C(=O)C=2C=CC=1.[N-]=[N+]=[N-].[Na+]. (2) Given the product [C:36]([C:22]1[CH:23]=[C:24]([C:27]2[S:28][C:29]3[N:30]=[CH:31][N:32]=[CH:33][C:34]=3[N:35]=2)[CH:25]=[CH:26][C:21]=1[O:3][C:4]1[CH:19]=[CH:18][CH:17]=[CH:16][C:5]=1[C:6]([O:8][CH2:9][C:10]1[CH:15]=[CH:14][CH:13]=[CH:12][CH:11]=1)=[O:7])#[N:37], predict the reactants needed to synthesize it. The reactants are: [H-].[Na+].[OH:3][C:4]1[CH:19]=[CH:18][CH:17]=[CH:16][C:5]=1[C:6]([O:8][CH2:9][C:10]1[CH:15]=[CH:14][CH:13]=[CH:12][CH:11]=1)=[O:7].Cl[C:21]1[CH:26]=[CH:25][C:24]([C:27]2[S:28][C:29]3[N:30]=[CH:31][N:32]=[CH:33][C:34]=3[N:35]=2)=[CH:23][C:22]=1[C:36]#[N:37].O. (3) Given the product [CH2:1]([N:8]([CH3:25])[CH:9]1[CH2:13][O:12][CH:11]2[CH:14]([O:17][CH2:18][C:19]3[CH:24]=[CH:23][CH:22]=[CH:21][CH:20]=3)[CH2:15][O:16][CH:10]12)[C:2]1[CH:3]=[CH:4][CH:5]=[CH:6][CH:7]=1, predict the reactants needed to synthesize it. The reactants are: [CH2:1]([NH:8][CH:9]1[CH2:13][O:12][CH:11]2[CH:14]([O:17][CH2:18][C:19]3[CH:24]=[CH:23][CH:22]=[CH:21][CH:20]=3)[CH2:15][O:16][CH:10]12)[C:2]1[CH:7]=[CH:6][CH:5]=[CH:4][CH:3]=1.[CH2:25]=O. (4) Given the product [NH2:43][C@H:10]1[C@@H:9]([OH:8])[CH2:13][N:12]([C:14]([C:15]2[CH:20]=[CH:19][CH:18]=[C:17]([CH:21]([C:28]3[CH:33]=[CH:32][CH:31]=[C:30]([F:34])[C:29]=3[C:35]3[CH:40]=[CH:39][CH:38]=[C:37]([CH3:41])[CH:36]=3)[CH2:22][CH2:23][CH2:24][CH2:25][O:26][CH3:27])[CH:16]=2)=[O:42])[CH2:11]1, predict the reactants needed to synthesize it. The reactants are: [Si]([O:8][C@H:9]1[CH2:13][N:12]([C:14](=[O:42])[C:15]2[CH:20]=[CH:19][CH:18]=[C:17]([CH:21]([C:28]3[CH:33]=[CH:32][CH:31]=[C:30]([F:34])[C:29]=3[C:35]3[CH:40]=[CH:39][CH:38]=[C:37]([CH3:41])[CH:36]=3)[CH2:22][CH2:23][CH2:24][CH2:25][O:26][CH3:27])[CH:16]=2)[CH2:11][C@H:10]1[NH:43]C(=O)OC(C)(C)C)(C(C)(C)C)(C)C.C([O-])(O)=O.[Na+]. (5) Given the product [Br:1][C:2]1[C:6]2[CH:7]=[N:8][CH:9]=[CH:10][C:5]=2[S:4][C:3]=1[CH3:12], predict the reactants needed to synthesize it. The reactants are: [Br:1][C:2]1[C:6]2[CH:7]=[N:8][CH:9]=[CH:10][C:5]=2[S:4][CH:3]=1.O1CCC[CH2:12]1.C(NC(C)C)(C)C.[Li].C1CCCCC1.CI. (6) Given the product [Br:1][C:2]1[C:3]([F:13])=[C:4]2[C:9](=[CH:10][CH:11]=1)[NH:8][C:7](=[S:23])[CH2:6][CH2:5]2, predict the reactants needed to synthesize it. The reactants are: [Br:1][C:2]1[C:3]([F:13])=[C:4]2[C:9](=[CH:10][CH:11]=1)[NH:8][C:7](=O)[CH2:6][CH2:5]2.COC1C=CC(P2(SP(C3C=CC(OC)=CC=3)(=S)S2)=[S:23])=CC=1. (7) Given the product [OH:11][CH2:10][C:3]1[C:4]2[C:9](=[CH:8][CH:7]=[CH:6][CH:5]=2)[N:1]([C:17]([O:16][C:13]([CH3:15])([CH3:14])[CH3:12])=[O:18])[CH:2]=1, predict the reactants needed to synthesize it. The reactants are: [NH:1]1[C:9]2[C:4](=[CH:5][CH:6]=[CH:7][CH:8]=2)[C:3]([CH:10]=[O:11])=[CH:2]1.[CH3:12][C:13]([O:16][C:17](O[C:17]([O:16][C:13]([CH3:15])([CH3:14])[CH3:12])=[O:18])=[O:18])([CH3:15])[CH3:14].[BH4-].[Na+]. (8) Given the product [C:1]1([NH:7][C:8]([C:10]2([CH2:23][CH2:24][CH2:25][CH2:26][N:40]3[CH2:41][CH2:42][N:37]([C:35](=[O:36])[CH2:34][C:28]4[CH:29]=[CH:30][CH:31]=[CH:32][CH:33]=4)[CH2:38][CH2:39]3)[C:22]3[CH:21]=[CH:20][CH:19]=[CH:18][C:17]=3[C:16]3[C:11]2=[CH:12][CH:13]=[CH:14][CH:15]=3)=[O:9])[CH:6]=[CH:5][CH:4]=[CH:3][CH:2]=1, predict the reactants needed to synthesize it. The reactants are: [C:1]1([NH:7][C:8]([C:10]2([CH2:23][CH2:24][CH2:25][CH2:26]Br)[C:22]3[CH:21]=[CH:20][CH:19]=[CH:18][C:17]=3[C:16]3[C:11]2=[CH:12][CH:13]=[CH:14][CH:15]=3)=[O:9])[CH:6]=[CH:5][CH:4]=[CH:3][CH:2]=1.[C:28]1([CH2:34][C:35]([N:37]2[CH2:42][CH2:41][NH:40][CH2:39][CH2:38]2)=[O:36])[CH:33]=[CH:32][CH:31]=[CH:30][CH:29]=1. (9) Given the product [C:18]([C:15]1[CH:16]=[CH:17][C:12]([S:9]([NH:8][C:5]2[CH:6]=[CH:7][C:2]([Cl:1])=[CH:3][C:4]=2[N:23]2[CH:31]=[C:26]([C:34]([NH2:32])=[O:35])[N:25]=[N:24]2)(=[O:11])=[O:10])=[CH:13][CH:14]=1)([CH3:19])([CH3:21])[CH3:22], predict the reactants needed to synthesize it. The reactants are: [Cl:1][C:2]1[CH:7]=[CH:6][C:5]([NH:8][S:9]([C:12]2[CH:17]=[CH:16][C:15]([C:18]([CH3:22])([CH3:21])[CH2:19]C)=[CH:14][CH:13]=2)(=[O:11])=[O:10])=[C:4]([N:23]2[C:31]3[C:26](=NC=CC=3)[N:25]=[N:24]2)[CH:3]=1.[NH3:32].C[CH2:34][OH:35].